This data is from Catalyst prediction with 721,799 reactions and 888 catalyst types from USPTO. The task is: Predict which catalyst facilitates the given reaction. Reactant: [CH3:1][O:2][C:3]1[CH:9]=[C:8]([O:10][CH3:11])[CH:7]=[C:6]([N:12]2[CH:16]=[C:15]([CH3:17])[N:14]=[C:13]2[C:18]2[CH:19]=[N:20][CH:21]=[CH:22][C:23]=2[CH3:24])[C:4]=1[NH2:5].[N:25]([O-])=O.[Na+]. Product: [CH3:1][O:2][C:3]1[C:4]2[N:5]=[N:25][C:16]3=[C:15]([CH3:17])[N:14]=[C:13]([C:18]4[CH:19]=[N:20][CH:21]=[CH:22][C:23]=4[CH3:24])[N:12]3[C:6]=2[CH:7]=[C:8]([O:10][CH3:11])[CH:9]=1. The catalyst class is: 313.